Dataset: NCI-60 drug combinations with 297,098 pairs across 59 cell lines. Task: Regression. Given two drug SMILES strings and cell line genomic features, predict the synergy score measuring deviation from expected non-interaction effect. (1) Drug 1: CN1CCC(CC1)COC2=C(C=C3C(=C2)N=CN=C3NC4=C(C=C(C=C4)Br)F)OC. Drug 2: CC1OCC2C(O1)C(C(C(O2)OC3C4COC(=O)C4C(C5=CC6=C(C=C35)OCO6)C7=CC(=C(C(=C7)OC)O)OC)O)O. Cell line: SNB-75. Synergy scores: CSS=34.4, Synergy_ZIP=0.797, Synergy_Bliss=8.24, Synergy_Loewe=8.15, Synergy_HSA=9.68. (2) Drug 1: COC1=C(C=C2C(=C1)N=CN=C2NC3=CC(=C(C=C3)F)Cl)OCCCN4CCOCC4. Drug 2: CC12CCC3C(C1CCC2=O)CC(=C)C4=CC(=O)C=CC34C. Cell line: OVCAR-4. Synergy scores: CSS=69.6, Synergy_ZIP=1.31, Synergy_Bliss=4.45, Synergy_Loewe=5.73, Synergy_HSA=5.58. (3) Drug 1: C1=NC2=C(N=C(N=C2N1C3C(C(C(O3)CO)O)O)F)N. Drug 2: CC(C)CN1C=NC2=C1C3=CC=CC=C3N=C2N. Cell line: CCRF-CEM. Synergy scores: CSS=48.0, Synergy_ZIP=4.76, Synergy_Bliss=2.76, Synergy_Loewe=2.85, Synergy_HSA=3.69. (4) Drug 1: C1=C(C(=O)NC(=O)N1)N(CCCl)CCCl. Drug 2: CC1C(C(CC(O1)OC2CC(CC3=C2C(=C4C(=C3O)C(=O)C5=C(C4=O)C(=CC=C5)OC)O)(C(=O)CO)O)N)O.Cl. Cell line: SN12C. Synergy scores: CSS=48.6, Synergy_ZIP=-6.52, Synergy_Bliss=-9.10, Synergy_Loewe=-4.74, Synergy_HSA=-2.36. (5) Drug 1: CC1CCC2CC(C(=CC=CC=CC(CC(C(=O)C(C(C(=CC(C(=O)CC(OC(=O)C3CCCCN3C(=O)C(=O)C1(O2)O)C(C)CC4CCC(C(C4)OC)O)C)C)O)OC)C)C)C)OC. Drug 2: C1=CN(C=N1)CC(O)(P(=O)(O)O)P(=O)(O)O. Cell line: CAKI-1. Synergy scores: CSS=20.2, Synergy_ZIP=-1.65, Synergy_Bliss=1.67, Synergy_Loewe=-18.6, Synergy_HSA=2.15. (6) Drug 1: CC1C(C(=O)NC(C(=O)N2CCCC2C(=O)N(CC(=O)N(C(C(=O)O1)C(C)C)C)C)C(C)C)NC(=O)C3=C4C(=C(C=C3)C)OC5=C(C(=O)C(=C(C5=N4)C(=O)NC6C(OC(=O)C(N(C(=O)CN(C(=O)C7CCCN7C(=O)C(NC6=O)C(C)C)C)C)C(C)C)C)N)C. Drug 2: COC1=NC(=NC2=C1N=CN2C3C(C(C(O3)CO)O)O)N. Cell line: ACHN. Synergy scores: CSS=10.6, Synergy_ZIP=-6.14, Synergy_Bliss=-6.78, Synergy_Loewe=-30.9, Synergy_HSA=-8.13.